From a dataset of Reaction yield outcomes from USPTO patents with 853,638 reactions. Predict the reaction yield, written as a fraction of the theoretical maximum amount of product (1.0 means a 100% yield; for example, 0.34 means a 34% yield). (1) The reactants are FC(F)(F)C(O)=O.CS(O)(=O)=O.C([O:20][C:21]1[CH:22]=[C:23]2[C:28](=[CH:29][C:30]=1[O:31][CH3:32])[N:27]=[CH:26][CH:25]=[C:24]2[O:33][C:34]1[C:35]([CH3:44])=[N:36][C:37]2[C:42]([CH:43]=1)=[CH:41][CH:40]=[CH:39][CH:38]=2)C1C=CC=CC=1. No catalyst specified. The product is [CH3:32][O:31][C:30]1[CH:29]=[C:28]2[C:23]([C:24]([O:33][C:34]3[C:35]([CH3:44])=[N:36][C:37]4[C:42]([CH:43]=3)=[CH:41][CH:40]=[CH:39][CH:38]=4)=[CH:25][CH:26]=[N:27]2)=[CH:22][C:21]=1[OH:20]. The yield is 0.0500. (2) The reactants are [O:1]=[C:2]1[NH:6][C:5](=[O:7])[CH:4]([CH2:8][C:9]2[CH:14]=[CH:13][C:12]([C:15]3[CH:20]=[CH:19][CH:18]=[C:17]([CH2:21][N:22](C)[C:23](=O)OC(C)(C)C)[CH:16]=3)=[CH:11][CH:10]=2)[S:3]1.FC(F)(F)C(O)=O.C(=O)([O-])[O-].[K+].[K+]. The catalyst is ClCCl. The product is [CH3:23][NH:22][CH2:21][C:17]1[CH:16]=[C:15]([C:12]2[CH:11]=[CH:10][C:9]([CH2:8][CH:4]3[S:3][C:2](=[O:1])[NH:6][C:5]3=[O:7])=[CH:14][CH:13]=2)[CH:20]=[CH:19][CH:18]=1. The yield is 0.780. (3) The reactants are [CH3:1][CH:2]([CH2:7][N:8]1[CH2:12][CH2:11][CH2:10][CH2:9]1)[CH2:3][C:4]([OH:6])=O.C(Cl)(=O)C(Cl)=O.C(OC([N:26]1[C:30]([NH2:31])=[CH:29][C:28]([C:32]2[CH:33]=[N:34][CH:35]=[C:36]([O:38][CH3:39])[CH:37]=2)=[N:27]1)=O)(C)(C)C.Cl. The catalyst is CC#N.CN(C=O)C. The product is [CH3:39][O:38][C:36]1[CH:37]=[C:32]([C:28]2[CH:29]=[C:30]([NH:31][C:4](=[O:6])[CH2:3][CH:2]([CH3:1])[CH2:7][N:8]3[CH2:12][CH2:11][CH2:10][CH2:9]3)[NH:26][N:27]=2)[CH:33]=[N:34][CH:35]=1. The yield is 0.370. (4) The reactants are C([N:8]1[CH2:12][CH2:11][C@H:10]([C@@H:13]([O:18][C:19]2[C:20]([CH3:27])=[N:21][C:22]([O:25][CH3:26])=[CH:23][CH:24]=2)[CH2:14][CH:15]([CH3:17])[CH3:16])[CH2:9]1)C1C=CC=CC=1. The catalyst is C(O)C.[Pd]. The product is [CH3:26][O:25][C:22]1[N:21]=[C:20]([CH3:27])[C:19]([O:18][C@H:13]([C@H:10]2[CH2:11][CH2:12][NH:8][CH2:9]2)[CH2:14][CH:15]([CH3:17])[CH3:16])=[CH:24][CH:23]=1. The yield is 0.975. (5) The reactants are [CH:1]([C@@H:3]1[CH2:8][CH2:7][C@H:6]([CH3:9])[CH2:5][N:4]1[C:10]([O:12][C:13]([CH3:16])([CH3:15])[CH3:14])=[O:11])=O.[F:17][C:18]1[CH:19]=[CH:20][C:21]([NH2:24])=[N:22][CH:23]=1.CC(O)=O.C(O[BH-](OC(=O)C)OC(=O)C)(=O)C.[Na+]. The catalyst is ClCCCl. The product is [F:17][C:18]1[CH:19]=[CH:20][C:21]([NH:24][CH2:1][C@@H:3]2[CH2:8][CH2:7][C@H:6]([CH3:9])[CH2:5][N:4]2[C:10]([O:12][C:13]([CH3:16])([CH3:15])[CH3:14])=[O:11])=[N:22][CH:23]=1. The yield is 0.351. (6) The reactants are [CH2:1]([O:3][C:4]([C:6]1[C:11]([Cl:12])=[CH:10][C:9](=[O:13])[N:8]([CH3:14])[CH:7]=1)=[O:5])[CH3:2].C1C(=O)N([Cl:22])C(=O)C1. The catalyst is CN(C=O)C.CCOC(C)=O. The product is [CH2:1]([O:3][C:4]([C:6]1[C:11]([Cl:12])=[C:10]([Cl:22])[C:9](=[O:13])[N:8]([CH3:14])[CH:7]=1)=[O:5])[CH3:2]. The yield is 0.950. (7) The reactants are [F:1][C:2]1[CH:11]=[CH:10][C:9]([CH3:12])=[CH:8][C:3]=1[C:4]([NH:6][NH2:7])=[O:5].[Cl:13][CH2:14][C:15](OCC)(OCC)OCC. No catalyst specified. The product is [Cl:13][CH2:14][C:15]1[O:5][C:4]([C:3]2[CH:8]=[C:9]([CH3:12])[CH:10]=[CH:11][C:2]=2[F:1])=[N:6][N:7]=1. The yield is 0.660. (8) The reactants are [CH3:1][C:2]1([CH3:16])[C:7]2[CH:8]=[C:9](B(O)O)[CH:10]=[CH:11][C:6]=2[NH:5][C:4](=[O:15])[O:3]1.Br[C:18]1[CH:19]=[C:20]([CH:23]=[CH:24][CH:25]=1)[C:21]#[N:22].C(=O)([O-])[O-].[Na+].[Na+]. The catalyst is COCCOC.O.C1C=CC([P]([Pd]([P](C2C=CC=CC=2)(C2C=CC=CC=2)C2C=CC=CC=2)([P](C2C=CC=CC=2)(C2C=CC=CC=2)C2C=CC=CC=2)[P](C2C=CC=CC=2)(C2C=CC=CC=2)C2C=CC=CC=2)(C2C=CC=CC=2)C2C=CC=CC=2)=CC=1. The product is [CH3:1][C:2]1([CH3:16])[O:3][C:4](=[O:15])[NH:5][C:6]2[CH:11]=[CH:10][C:9]([C:18]3[CH:19]=[C:20]([CH:23]=[CH:24][CH:25]=3)[C:21]#[N:22])=[CH:8][C:7]1=2. The yield is 0.250. (9) The reactants are C[O:2][C:3]([C:5]1[CH:10]=[CH:9][C:8]([C:11]2[C:12]([CH3:55])([CH3:54])[C@H:13]3[C@:26]([CH3:29])([CH2:27][CH:28]=2)[C@@H:25]2[C@:16]([CH3:53])([C@@:17]4([CH3:52])[C@H:22]([CH2:23][CH2:24]2)[C@H:21]2[C@H:30]([C:33]([CH3:35])=[CH2:34])[CH2:31][CH2:32][C@:20]2([NH:36][CH2:37][CH2:38][N:39]2[CH2:44][CH2:43][N:42]([C:45]([O:47][C:48]([CH3:51])([CH3:50])[CH3:49])=[O:46])[CH2:41][CH2:40]2)[CH2:19][CH2:18]4)[CH2:15][CH2:14]3)=[CH:7][CH:6]=1)=[O:4].[OH-].[Na+]. The catalyst is O1CCOCC1. The product is [C:48]([O:47][C:45]([N:42]1[CH2:41][CH2:40][N:39]([CH2:38][CH2:37][NH:36][C@:20]23[CH2:32][CH2:31][C@@H:30]([C:33]([CH3:35])=[CH2:34])[C@@H:21]2[C@@H:22]2[C@@:17]([CH3:52])([CH2:18][CH2:19]3)[C@@:16]3([CH3:53])[C@@H:25]([C@:26]4([CH3:29])[C@@H:13]([CH2:14][CH2:15]3)[C:12]([CH3:55])([CH3:54])[C:11]([C:8]3[CH:9]=[CH:10][C:5]([C:3]([OH:4])=[O:2])=[CH:6][CH:7]=3)=[CH:28][CH2:27]4)[CH2:24][CH2:23]2)[CH2:44][CH2:43]1)=[O:46])([CH3:49])([CH3:50])[CH3:51]. The yield is 0.390.